Predict the product of the given reaction. From a dataset of Forward reaction prediction with 1.9M reactions from USPTO patents (1976-2016). (1) Given the reactants [CH3:1][S:2]([C:5]1[CH:6]=[CH:7][C:8]([O:14][C@H:15]([CH3:20])[C:16]([F:19])([F:18])[F:17])=[C:9]([CH:13]=1)[C:10]([OH:12])=O)(=[O:4])=[O:3].Cl.[F:22][C:23]([F:36])([F:35])[C:24]1[S:28][C:27]([N:29]2[CH2:34][CH2:33][NH:32][CH2:31][CH2:30]2)=[N:26][CH:25]=1, predict the reaction product. The product is: [CH3:1][S:2]([C:5]1[CH:6]=[CH:7][C:8]([O:14][C@H:15]([CH3:20])[C:16]([F:19])([F:18])[F:17])=[C:9]([C:10]([N:32]2[CH2:33][CH2:34][N:29]([C:27]3[S:28][C:24]([C:23]([F:36])([F:22])[F:35])=[CH:25][N:26]=3)[CH2:30][CH2:31]2)=[O:12])[CH:13]=1)(=[O:3])=[O:4]. (2) Given the reactants Cl[CH2:2][CH2:3][O:4][C:5]1[CH:6]=[C:7]2[C:12](=[CH:13][CH:14]=1)[N:11]=[CH:10][N:9]([C:15]1[CH:16]=[C:17]([CH:21]=[CH:22][C:23]=1[CH3:24])[C:18]([OH:20])=[O:19])[C:8]2=[O:25].[CH3:26][NH:27][CH:28]([CH3:30])[CH3:29].C(N(CC)C(C)C)(C)C.[N-]=C=O, predict the reaction product. The product is: [CH:28]([N:27]([CH3:26])[CH2:2][CH2:3][O:4][C:5]1[CH:6]=[C:7]2[C:12](=[CH:13][CH:14]=1)[N:11]=[CH:10][N:9]([C:15]1[CH:16]=[C:17]([CH:21]=[CH:22][C:23]=1[CH3:24])[C:18]([OH:20])=[O:19])[C:8]2=[O:25])([CH3:30])[CH3:29].